This data is from Reaction yield outcomes from USPTO patents with 853,638 reactions. The task is: Predict the reaction yield, written as a fraction of the theoretical maximum amount of product (1.0 means a 100% yield; for example, 0.34 means a 34% yield). The reactants are Br[C:2]1[N:10]=[CH:9][C:8]2[NH:7][C:6]3[N:11]=[CH:12][C:13]([C:15]4[CH:20]=[CH:19][C:18]([CH2:21][N:22]5[CH2:27][CH2:26][CH2:25][CH2:24][CH2:23]5)=[C:17]([O:28][CH3:29])[CH:16]=4)=[CH:14][C:5]=3[C:4]=2[CH:3]=1.[CH3:30][N:31]1[CH:35]=[C:34](B2OC(C)(C)C(C)(C)O2)[CH:33]=[N:32]1. The catalyst is C(=O)([O-])[O-].[Na+].[Na+].C(#N)C.C(OCC)(=O)C. The product is [CH3:29][O:28][C:17]1[CH:16]=[C:15]([C:13]2[CH:12]=[N:11][C:6]3[NH:7][C:8]4[CH:9]=[N:10][C:2]([C:34]5[CH:33]=[N:32][N:31]([CH3:30])[CH:35]=5)=[CH:3][C:4]=4[C:5]=3[CH:14]=2)[CH:20]=[CH:19][C:18]=1[CH2:21][N:22]1[CH2:27][CH2:26][CH2:25][CH2:24][CH2:23]1. The yield is 0.170.